From a dataset of Reaction yield outcomes from USPTO patents with 853,638 reactions. Predict the reaction yield, written as a fraction of the theoretical maximum amount of product (1.0 means a 100% yield; for example, 0.34 means a 34% yield). The reactants are [N:1]([CH2:4][CH2:5][C:6]1[N:7]=[C:8]([C:12]2[CH:17]=[CH:16][C:15]([C:18]([F:21])([F:20])[F:19])=[CH:14][CH:13]=2)[S:9][C:10]=1[CH3:11])=[N+]=[N-]. The product is [CH3:11][C:10]1[S:9][C:8]([C:12]2[CH:13]=[CH:14][C:15]([C:18]([F:21])([F:20])[F:19])=[CH:16][CH:17]=2)=[N:7][C:6]=1[CH2:5][CH2:4][NH2:1]. The catalyst is CO.[Pd]. The yield is 0.940.